From a dataset of Reaction yield outcomes from USPTO patents with 853,638 reactions. Predict the reaction yield, written as a fraction of the theoretical maximum amount of product (1.0 means a 100% yield; for example, 0.34 means a 34% yield). (1) The reactants are [CH2:1]([C:3]1[S:42][C:6]2[N:7]([CH2:23][C:24]3[CH:29]=[CH:28][C:27]([C:30]4[CH:35]=[CH:34][CH:33]=[CH:32][C:31]=4[C:36]4[NH:40][C:39](=[O:41])[O:38][N:37]=4)=[CH:26][CH:25]=3)[C:8](=[O:22])[N:9]([CH2:12][C:13]([C:15]3[CH:20]=[CH:19][C:18]([F:21])=[CH:17][CH:16]=3)=[O:14])[C:10](=[O:11])[C:5]=2[CH:4]=1)[CH3:2].[BH4-].[Na+]. The catalyst is C(Cl)(Cl)Cl.CO. The product is [CH2:1]([C:3]1[S:42][C:6]2[N:7]([CH2:23][C:24]3[CH:25]=[CH:26][C:27]([C:30]4[CH:35]=[CH:34][CH:33]=[CH:32][C:31]=4[C:36]4[NH:40][C:39](=[O:41])[O:38][N:37]=4)=[CH:28][CH:29]=3)[C:8](=[O:22])[N:9]([CH2:12][CH:13]([C:15]3[CH:20]=[CH:19][C:18]([F:21])=[CH:17][CH:16]=3)[OH:14])[C:10](=[O:11])[C:5]=2[CH:4]=1)[CH3:2]. The yield is 1.00. (2) The yield is 0.200. The product is [Cl:1][C:2]1[CH:3]=[C:4]([C:9]2[N:10]=[C:11]([CH2:22][CH:23]([C:27]3[CH:28]=[C:29]([CH3:33])[CH:30]=[CH:31][CH:32]=3)[C:24]([OH:26])=[O:25])[NH:12][C:13]=2[C:14]2[CH:19]=[CH:18][C:17]([O:20][CH3:21])=[CH:16][CH:15]=2)[CH:5]=[CH:6][C:7]=1[Cl:8]. The reactants are [Cl:1][C:2]1[CH:3]=[C:4]([C:9]2[N:10]=[C:11](/[CH:22]=[C:23](\[C:27]3[CH:28]=[C:29]([CH3:33])[CH:30]=[CH:31][CH:32]=3)/[C:24]([OH:26])=[O:25])[NH:12][C:13]=2[C:14]2[CH:19]=[CH:18][C:17]([O:20][CH3:21])=[CH:16][CH:15]=2)[CH:5]=[CH:6][C:7]=1[Cl:8].CC([O-])=O.[Na+]. The catalyst is CCO. (3) The catalyst is ClCCl. The reactants are [F:1][C:2]1[CH:10]=[C:9]2[C:5]([C:6]([NH2:11])=[N:7][NH:8]2)=[CH:4][CH:3]=1.[C:12](N1C=CC=CC1=O)(N1C=CC=CC1=O)=[S:13]. The yield is 0.730. The product is [F:1][C:2]1[CH:10]=[C:9]2[C:5]([C:6]([N:11]=[C:12]=[S:13])=[N:7][NH:8]2)=[CH:4][CH:3]=1. (4) The reactants are [NH2:1][C:2]1[CH:3]=[C:4]([C:8]2[C:16]3[C:11](=[CH:12][CH:13]=[C:14](C#N)[CH:15]=3)[N:10](C3CCCCO3)[N:9]=2)[CH:5]=[CH:6][CH:7]=1.[N:25]1[CH:30]=[CH:29][CH:28]=[C:27]([C:31](Cl)=[O:32])[CH:26]=1.[CH3:34][OH:35]. The catalyst is O1CCCC1.CN(C)C=O.ClCCl. The product is [C:26]([CH:27]1[CH2:31][O:32][CH:30]([N:10]2[C:11]3[C:16](=[CH:15][CH:14]=[CH:13][CH:12]=3)[C:8]([C:4]3[CH:3]=[C:2]([NH:1][C:34](=[O:35])[CH2:3][CH:4]([CH3:8])[CH3:5])[CH:7]=[CH:6][CH:5]=3)=[N:9]2)[CH2:29][CH2:28]1)#[N:25]. The yield is 0.470. (5) The reactants are C(=O)([O-])[O-].[K+].[K+].CN(C=O)C.[C:12]1([C:18]2[CH:19]=[C:20]([OH:24])[CH:21]=[CH:22][CH:23]=2)[CH2:17][CH2:16][CH2:15][CH2:14][CH:13]=1.Br[CH2:26][C:27]([O:29][CH2:30][CH3:31])=[O:28]. The catalyst is C(OCC)(=O)C.O. The product is [C:12]1([C:18]2[CH:19]=[C:20]([CH:21]=[CH:22][CH:23]=2)[O:24][CH2:26][C:27]([O:29][CH2:30][CH3:31])=[O:28])[CH2:17][CH2:16][CH2:15][CH2:14][CH:13]=1. The yield is 0.920. (6) The reactants are [F:1][C:2]1[CH:3]=[N:4][CH:5]=[CH:6][C:7]=1[Cl:8].C([N-:12][CH:13](C)C)(C)C.[Li+].CN(C=[O:21])C.Cl.NO.C(=O)([O-])[O-].[K+].[K+]. The catalyst is C1COCC1. The product is [Cl:8][C:7]1[C:2]([F:1])=[CH:3][N:4]=[CH:5][C:6]=1[CH:13]=[N:12][OH:21]. The yield is 0.760. (7) The reactants are [CH:1]1([NH2:7])[CH2:6][CH2:5][CH2:4][CH2:3][CH2:2]1.C([Al](CC)CC)C.[Cl:15][C:16]1[CH:21]=[C:20]([Cl:22])[CH:19]=[CH:18][C:17]=1[N:23]1[C:27]([C:28]2[CH:33]=[CH:32][C:31]([O:34][CH2:35][CH2:36][CH2:37][F:38])=[CH:30][CH:29]=2)=[C:26]([CH2:39][N:40]([CH3:42])[CH3:41])[C:25]([C:43](OCC)=[O:44])=[N:24]1. The catalyst is C1(C)C=CC=CC=1.O.CCOCC. The yield is 0.740. The product is [CH:1]1([NH:7][C:43]([C:25]2[C:26]([CH2:39][N:40]([CH3:42])[CH3:41])=[C:27]([C:28]3[CH:29]=[CH:30][C:31]([O:34][CH2:35][CH2:36][CH2:37][F:38])=[CH:32][CH:33]=3)[N:23]([C:17]3[CH:18]=[CH:19][C:20]([Cl:22])=[CH:21][C:16]=3[Cl:15])[N:24]=2)=[O:44])[CH2:6][CH2:5][CH2:4][CH2:3][CH2:2]1.